The task is: Regression. Given two drug SMILES strings and cell line genomic features, predict the synergy score measuring deviation from expected non-interaction effect.. This data is from NCI-60 drug combinations with 297,098 pairs across 59 cell lines. Drug 1: CNC(=O)C1=CC=CC=C1SC2=CC3=C(C=C2)C(=NN3)C=CC4=CC=CC=N4. Drug 2: C1=CC(=CC=C1CC(C(=O)O)N)N(CCCl)CCCl.Cl. Cell line: NCI-H226. Synergy scores: CSS=-2.08, Synergy_ZIP=-2.26, Synergy_Bliss=-7.19, Synergy_Loewe=-10.7, Synergy_HSA=-9.53.